This data is from Forward reaction prediction with 1.9M reactions from USPTO patents (1976-2016). The task is: Predict the product of the given reaction. (1) Given the reactants [CH3:1][C:2]1[CH:7]=[CH:6][C:5]([S:8]([CH2:10][C:11]#[CH:12])=O)=[CH:4][CH:3]=1.[ClH:13].O1CCOCC1, predict the reaction product. The product is: [Cl:13][CH2:12][C:11]1[C:6]2[CH:7]=[C:2]([CH3:1])[CH:3]=[CH:4][C:5]=2[S:8][CH:10]=1. (2) Given the reactants [CH2:1]([C:3]1[C:8](=[O:9])[NH:7][C:6]([CH3:10])=[C:5]([C:11]2[CH:12]=[N:13][CH:14]=[C:15]([C:17]([OH:19])=O)[CH:16]=2)[CH:4]=1)[CH3:2].[N:20]1[CH:25]=[CH:24][C:23]([CH2:26][CH2:27][NH2:28])=[CH:22][CH:21]=1, predict the reaction product. The product is: [N:20]1[CH:25]=[CH:24][C:23]([CH2:26][CH2:27][NH:28][C:17]([C:15]2[CH:16]=[C:11]([C:5]3[CH:4]=[C:3]([CH2:1][CH3:2])[C:8](=[O:9])[NH:7][C:6]=3[CH3:10])[CH:12]=[N:13][CH:14]=2)=[O:19])=[CH:22][CH:21]=1. (3) The product is: [Cl:19][C:20]1[CH:21]=[CH:22][C:23]([C:41]#[N:42])=[C:24]([C:26]2[C:31]([O:32][CH3:33])=[CH:30][N:29]([CH:34]([CH2:38][CH3:39])[C:35]([NH:43][C:44]3[CH:45]=[C:46]([F:55])[C:47]([C:48]([O:50][CH3:51])=[O:49])=[C:52]([F:54])[CH:53]=3)=[O:36])[C:28](=[O:40])[CH:27]=2)[CH:25]=1. Given the reactants C(P1(=O)OP(CCC)(=O)OP(CCC)(=O)O1)CC.[Cl:19][C:20]1[CH:21]=[CH:22][C:23]([C:41]#[N:42])=[C:24]([C:26]2[C:31]([O:32][CH3:33])=[CH:30][N:29]([CH:34]([CH2:38][CH3:39])[C:35](O)=[O:36])[C:28](=[O:40])[CH:27]=2)[CH:25]=1.[NH2:43][C:44]1[CH:53]=[C:52]([F:54])[C:47]([C:48]([O:50][CH3:51])=[O:49])=[C:46]([F:55])[CH:45]=1.O, predict the reaction product. (4) Given the reactants F[C:2]1([CH:9]=[CH:8][CH:7]=[CH:6][CH2:5]1)[CH:3]=[CH2:4].C1C(=O)N([Br:17])C(=O)C1.[FH:18].[FH:19].F.C(N(CC)CC)C.C([O-])(O)=O.[Na+], predict the reaction product. The product is: [Br:17][CH2:4][CH:3]([C:2]1[CH:9]=[CH:8][CH:7]=[CH:6][C:5]=1[F:19])[F:18]. (5) Given the reactants [OH:1][CH2:2][C@H:3]([NH:10][C:11]([C:13]1([Br:16])[CH2:15][CH2:14]1)=[O:12])[C:4]1C=CC=C[CH:5]=1.BrC1(C(Cl)=O)CC1.NC(CC)CO, predict the reaction product. The product is: [OH:1][CH2:2][C@H:3]([NH:10][C:11]([C:13]1([Br:16])[CH2:15][CH2:14]1)=[O:12])[CH2:4][CH3:5]. (6) Given the reactants C(C(Cl)=O)COCC(COCCC(Cl)=O)(COCCC(Cl)=O)COCCC(Cl)=O.O1CCCC1.N[C:36]1[CH:37]=[C:38]([C:46]([O:48][CH3:49])=[O:47])[CH:39]=[C:40]([CH:45]=1)[C:41]([O:43][CH3:44])=[O:42].C(N(CC)CC)C, predict the reaction product. The product is: [C:41]([O:43][CH3:44])(=[O:42])[C:40]1[CH:45]=[CH:36][CH:37]=[C:38]([C:46]([O:48][CH3:49])=[O:47])[CH:39]=1.[C:41]([O:43][CH3:44])(=[O:42])[C:40]1[CH:45]=[CH:36][CH:37]=[C:38]([C:46]([O:48][CH3:49])=[O:47])[CH:39]=1. (7) Given the reactants [CH3:1][N:2]1[CH2:7][CH2:6][C:5](=O)[CH2:4][CH2:3]1.Cl.[CH3:10][O:11][C:12]1[CH:19]=[C:18]([O:20][CH3:21])[CH:17]=[CH:16][C:13]=1[CH2:14][NH2:15].[SH:22][CH2:23][C:24](O)=[O:25].O, predict the reaction product. The product is: [CH3:10][O:11][C:12]1[CH:19]=[C:18]([O:20][CH3:21])[CH:17]=[CH:16][C:13]=1[CH2:14][N:15]1[C:5]2([CH2:6][CH2:7][N:2]([CH3:1])[CH2:3][CH2:4]2)[S:22][CH2:23][C:24]1=[O:25].